From a dataset of Reaction yield outcomes from USPTO patents with 853,638 reactions. Predict the reaction yield, written as a fraction of the theoretical maximum amount of product (1.0 means a 100% yield; for example, 0.34 means a 34% yield). The reactants are [F:1][C:2]1[CH:31]=[CH:30][C:5]2[C:6]3[N:7]([CH:11]=[C:12]([C:14]4[N:18]([CH:19]([CH3:21])[CH3:20])[N:17]=[C:16]([NH:22]C(=O)OC(C)(C)C)[N:15]=4)[N:13]=3)[CH2:8][CH2:9][O:10][C:4]=2[CH:3]=1.ClCCCl.FC(F)(F)C(O)=O. The yield is 0.120. No catalyst specified. The product is [F:1][C:2]1[CH:31]=[CH:30][C:5]2[C:6]3[N:7]([CH:11]=[C:12]([C:14]4[N:18]([CH:19]([CH3:21])[CH3:20])[N:17]=[C:16]([NH2:22])[N:15]=4)[N:13]=3)[CH2:8][CH2:9][O:10][C:4]=2[CH:3]=1.